From a dataset of Forward reaction prediction with 1.9M reactions from USPTO patents (1976-2016). Predict the product of the given reaction. Given the reactants C[O:2][C:3](=[O:33])[CH2:4][CH2:5][NH:6][C:7](=[O:32])[C:8]1[CH:13]=[CH:12][C:11]([CH:14]([O:22][C:23]2[CH:28]=[C:27]([CH3:29])[C:26](Br)=[C:25]([CH3:31])[CH:24]=2)[CH2:15][CH2:16][CH2:17][C:18]([F:21])([F:20])[F:19])=[CH:10][CH:9]=1.[CH:34]([C:37]1[CH:42]=[CH:41][C:40](B(O)O)=[CH:39][CH:38]=1)([CH3:36])[CH3:35], predict the reaction product. The product is: [F:20][C:18]([F:19])([F:21])[CH2:17][CH2:16][CH2:15][CH:14]([C:11]1[CH:12]=[CH:13][C:8]([C:7]([NH:6][CH2:5][CH2:4][C:3]([OH:2])=[O:33])=[O:32])=[CH:9][CH:10]=1)[O:22][C:23]1[CH:24]=[C:25]([CH3:31])[C:26]([C:40]2[CH:41]=[CH:42][C:37]([CH:34]([CH3:36])[CH3:35])=[CH:38][CH:39]=2)=[C:27]([CH3:29])[CH:28]=1.